The task is: Regression. Given a peptide amino acid sequence and an MHC pseudo amino acid sequence, predict their binding affinity value. This is MHC class II binding data.. This data is from Peptide-MHC class II binding affinity with 134,281 pairs from IEDB. (1) The peptide sequence is AFMLAWNYGVPRVMS. The MHC is DRB1_1501 with pseudo-sequence DRB1_1501. The binding affinity (normalized) is 0.827. (2) The peptide sequence is SFGIVVAWQVKLLPV. The MHC is HLA-DPA10103-DPB10301 with pseudo-sequence HLA-DPA10103-DPB10301. The binding affinity (normalized) is 0.0393. (3) The peptide sequence is AAAAAVAAEAY. The MHC is DRB1_0301 with pseudo-sequence DRB1_0301. The binding affinity (normalized) is 0. (4) The peptide sequence is GVTCGPGHGISVGSL. The MHC is HLA-DQA10301-DQB10302 with pseudo-sequence HLA-DQA10301-DQB10302. The binding affinity (normalized) is 0.0411.